From a dataset of Reaction yield outcomes from USPTO patents with 853,638 reactions. Predict the reaction yield, written as a fraction of the theoretical maximum amount of product (1.0 means a 100% yield; for example, 0.34 means a 34% yield). (1) The reactants are I[CH2:2][C@@H:3]([CH3:16])[CH2:4][N:5]1[C:10]2[CH:11]=[CH:12][CH:13]=[CH:14][C:9]=2[O:8][CH2:7][C:6]1=[O:15].[CH:17]1([CH2:20][O:21][CH:22]2[CH2:27][CH2:26][NH:25][CH2:24][CH2:23]2)[CH2:19][CH2:18]1.C([O-])([O-])=O.[K+].[K+]. The catalyst is CC#N. The product is [CH:17]1([CH2:20][O:21][CH:22]2[CH2:27][CH2:26][N:25]([CH2:2][C@@H:3]([CH3:16])[CH2:4][N:5]3[C:10]4[CH:11]=[CH:12][CH:13]=[CH:14][C:9]=4[O:8][CH2:7][C:6]3=[O:15])[CH2:24][CH2:23]2)[CH2:18][CH2:19]1. The yield is 0.640. (2) The reactants are [CH3:1][O:2][C:3]([C:5]1[S:6][C:7]([C:11]#[C:12][C:13]([CH3:16])([CH3:15])[CH3:14])=[CH:8][C:9]=1I)=[O:4].[CH3:17][N:18]([C:20]1[CH:25]=[CH:24][CH:23]=[CH:22][N:21]=1)[NH2:19].C([O-])([O-])=O.[K+].[K+]. The catalyst is CN(C=O)C.C(OCC)(=O)C.[Cu]I. The product is [CH3:1][O:2][C:3]([C:5]1[S:6][C:7]([C:11]#[C:12][C:13]([CH3:16])([CH3:15])[CH3:14])=[CH:8][C:9]=1[NH:19][N:18]([CH3:17])[C:20]1[CH:25]=[CH:24][CH:23]=[CH:22][N:21]=1)=[O:4]. The yield is 0.500. (3) The reactants are [Cl:1][C:2]1[CH:3]=[C:4]([CH:7]=[C:8]([O:10]C)[CH:9]=1)[C:5]#[N:6].[I-].[Li+]. The catalyst is N1C(C)=CC(C)=CC=1C. The product is [Cl:1][C:2]1[CH:3]=[C:4]([CH:7]=[C:8]([OH:10])[CH:9]=1)[C:5]#[N:6]. The yield is 0.910. (4) The reactants are Cl.[CH:2]([N:5]1[C:9]([C:10]2[N:19]=[C:18]3[N:12]([CH2:13][CH2:14][O:15][C:16]4[CH:23]=[C:22]([C@@H:24]5[CH2:29][CH2:28][NH:27][CH2:26][C@H:25]5[OH:30])[CH:21]=[CH:20][C:17]=43)[CH:11]=2)=[N:8][CH:7]=[N:6]1)([CH3:4])[CH3:3].Br[C:32]([CH3:38])([CH3:37])[C:33]([NH:35][CH3:36])=[O:34].[OH-].[Na+]. The catalyst is CCCC[N+](CCCC)(CCCC)CCCC.[Br-].C(Cl)Cl. The product is [OH:30][C@H:25]1[C@H:24]([C:22]2[CH:21]=[CH:20][C:17]3[C:18]4[N:12]([CH:11]=[C:10]([C:9]5[N:5]([CH:2]([CH3:4])[CH3:3])[N:6]=[CH:7][N:8]=5)[N:19]=4)[CH2:13][CH2:14][O:15][C:16]=3[CH:23]=2)[CH2:29][CH2:28][N:27]([C:32]([CH3:38])([CH3:37])[C:33]([NH:35][CH3:36])=[O:34])[CH2:26]1. The yield is 0.370.